From a dataset of Full USPTO retrosynthesis dataset with 1.9M reactions from patents (1976-2016). Predict the reactants needed to synthesize the given product. (1) Given the product [Cl:1][C:2]1[CH:3]=[C:4]([CH3:17])[C:5]2[C:8]3[C:9](=[CH:10][CH:11]=[CH:12][CH:13]=3)[NH:14][C:6]=2[CH:7]=1, predict the reactants needed to synthesize it. The reactants are: [Cl:1][C:2]1[CH:7]=[CH:6][C:5]([C:8]2[CH:13]=[CH:12][CH:11]=[CH:10][C:9]=2[N+:14]([O-])=O)=[C:4]([CH3:17])[CH:3]=1.C1(P(C2C=CC=CC=2)C2C=CC=CC=2)C=CC=CC=1. (2) Given the product [OH:17][CH2:16][C:10]1[CH:9]=[C:8]([C:5]2([C:3]([OH:4])=[O:2])[CH2:7][CH2:6]2)[CH:13]=[CH:12][C:11]=1[O:14][CH3:15], predict the reactants needed to synthesize it. The reactants are: C[O:2][C:3]([C:5]1([C:8]2[CH:13]=[CH:12][C:11]([O:14][CH3:15])=[C:10]([C:16](C)(C)[O:17][SiH2]C(C)(C)C)[CH:9]=2)[CH2:7][CH2:6]1)=[O:4].O[Li].O.